This data is from Full USPTO retrosynthesis dataset with 1.9M reactions from patents (1976-2016). The task is: Predict the reactants needed to synthesize the given product. Given the product [F:29][C:7]1[CH:8]=[C:9]2[C:18](=[CH:19][C:6]=1[C:4](=[O:3])[CH3:5])[C:17]1[N:13]([CH:14]=[C:15]([C:20]3[N:24]([CH:25]([CH3:26])[CH3:27])[N:23]=[C:22]([CH3:28])[N:21]=3)[N:16]=1)[CH2:12][CH2:11][O:10]2, predict the reactants needed to synthesize it. The reactants are: C([O:3][C:4]([C:6]1[CH:19]=[C:18]2[C:9]([O:10][CH2:11][CH2:12][N:13]3[C:17]2=[N:16][C:15]([C:20]2[N:24]([CH:25]([CH3:27])[CH3:26])[N:23]=[C:22]([CH3:28])[N:21]=2)=[CH:14]3)=[CH:8][C:7]=1[F:29])=[CH2:5])C.C1(C)C=CC(S(O)(=O)=O)=CC=1.